From a dataset of Full USPTO retrosynthesis dataset with 1.9M reactions from patents (1976-2016). Predict the reactants needed to synthesize the given product. (1) Given the product [O:1]=[C:2]1[NH:13][CH2:7][CH2:6][CH:5]([C:8]([O:10][CH2:11][CH3:12])=[O:9])[CH2:4][CH2:3]1, predict the reactants needed to synthesize it. The reactants are: [O:1]=[C:2]1[CH2:7][CH2:6][CH:5]([C:8]([O:10][CH2:11][CH3:12])=[O:9])[CH2:4][CH2:3]1.[N-:13]=[N+]=[N-].[Na+].CS(O)(=O)=O.C(=O)(O)[O-].[Na+]. (2) Given the product [CH3:29][C:26]1([CH3:30])[O:25][C@@H:24](/[CH:23]=[CH:22]\[CH2:21][N:8]2[C:9]3[CH:10]=[CH:11][CH:12]=[C:13]4[C:2]([CH3:17])([CH3:1])[CH2:3][CH2:4][N:5]([C:14]=34)[C:6](=[O:16])[C:7]2=[O:15])[CH2:28][O:27]1, predict the reactants needed to synthesize it. The reactants are: [CH3:1][C:2]1([CH3:17])[C:13]2[C:14]3[N:5]([C:6](=[O:16])[C:7](=[O:15])[NH:8][C:9]=3[CH:10]=[CH:11][CH:12]=2)[CH2:4][CH2:3]1.[H-].[Na+].Br[CH2:21]/[CH:22]=[CH:23]\[C@H:24]1[CH2:28][O:27][C:26]([CH3:30])([CH3:29])[O:25]1.O. (3) Given the product [C:10]1([C:9]([C:16]2[CH:21]=[CH:20][CH:19]=[CH:18][CH:17]=2)=[N:22][NH:23][C:2]2[CH:3]=[N:4][CH:5]=[C:6]([F:8])[CH:7]=2)[CH:11]=[CH:12][CH:13]=[CH:14][CH:15]=1, predict the reactants needed to synthesize it. The reactants are: Br[C:2]1[CH:3]=[N:4][CH:5]=[C:6]([F:8])[CH:7]=1.[C:9](=[N:22][NH2:23])([C:16]1[CH:21]=[CH:20][CH:19]=[CH:18][CH:17]=1)[C:10]1[CH:15]=[CH:14][CH:13]=[CH:12][CH:11]=1.N#N.CC(C)([O-])C.[Na+].